Predict the reactants needed to synthesize the given product. From a dataset of Full USPTO retrosynthesis dataset with 1.9M reactions from patents (1976-2016). (1) Given the product [Cl:1][C:2]1[CH:18]=[CH:17][C:5]2[CH2:6][CH2:7][N:8]([C:11](=[O:16])[C:12]([F:14])([F:13])[F:15])[CH2:9][CH2:10][C:4]=2[C:3]=1[C:19]1[NH:27][N:28]=[N:29][C:20]=1[C:21]1[CH:22]=[CH:23][CH:24]=[CH:25][CH:26]=1, predict the reactants needed to synthesize it. The reactants are: [Cl:1][C:2]1[CH:18]=[CH:17][C:5]2[CH2:6][CH2:7][N:8]([C:11](=[O:16])[C:12]([F:15])([F:14])[F:13])[CH2:9][CH2:10][C:4]=2[C:3]=1[C:19]#[C:20][C:21]1[CH:26]=[CH:25][CH:24]=[CH:23][CH:22]=1.[N-:27]=[N+:28]=[N-:29].[Na+]. (2) Given the product [CH3:35][O:37][C:6](=[O:7])[CH2:2][C:3](=[O:4])[N:20]1[CH2:19][CH2:18][N:17]2[CH:21]=[CH:22][CH:23]=[C:16]2[CH:15]1[C:9]1[CH:10]=[CH:11][CH:12]=[CH:13][CH:14]=1, predict the reactants needed to synthesize it. The reactants are: C[CH:2]([C:6](Cl)=[O:7])[C:3](Cl)=[O:4].[C:9]1([CH:15]2[NH:20][CH2:19][CH2:18][N:17]3[CH:21]=[CH:22][CH:23]=[C:16]23)[CH:14]=[CH:13][CH:12]=[CH:11][CH:10]=1.CCN(CC)CC.C(Cl)(Cl)Cl.[C:35](OCC)(=[O:37])C. (3) Given the product [NH2:1][C:2]1[C:7]([C:8]([C:10]2[CH:15]=[C:14]([F:16])[CH:13]=[CH:12][C:11]=2[CH2:17][CH3:18])=[O:9])=[CH:6][N:5]=[C:4]([NH:40][CH:37]2[CH2:38][CH2:39][N:34]([S:31]([CH3:30])(=[O:33])=[O:32])[CH2:35][CH2:36]2)[N:3]=1, predict the reactants needed to synthesize it. The reactants are: [NH2:1][C:2]1[C:7]([C:8]([C:10]2[CH:15]=[C:14]([F:16])[CH:13]=[CH:12][C:11]=2[CH2:17][CH3:18])=[O:9])=[CH:6][N:5]=[C:4](S(CC)=O)[N:3]=1.FC(F)(F)C(O)=O.[CH3:30][S:31]([N:34]1[CH2:39][CH2:38][CH:37]([NH2:40])[CH2:36][CH2:35]1)(=[O:33])=[O:32]. (4) The reactants are: Cl[C:2]1[C:3]([NH2:9])=[N:4][CH:5]=[N:6][C:7]=1Cl.[O:10]([C:17]1[CH:22]=[CH:21][C:20](B(O)O)=[CH:19][CH:18]=1)[C:11]1[CH:16]=[CH:15][CH:14]=[CH:13][CH:12]=1.[NH2:26][CH2:27][C:28]1([F:41])[CH2:33][CH2:32][N:31]([C:34]([O:36]C(C)(C)C)=O)[CH2:30][CH2:29]1.[N:42]1([CH2:48][CH2:49]C(O)=O)[CH2:47][CH2:46][CH2:45][CH2:44][CH2:43]1. Given the product [NH2:9][C:3]1[N:4]=[CH:5][N:6]=[C:7]([NH:26][CH2:27][C:28]2([F:41])[CH2:29][CH2:30][N:31]([C:34](=[O:36])[CH2:49][CH2:48][N:42]3[CH2:47][CH2:46][CH2:45][CH2:44][CH2:43]3)[CH2:32][CH2:33]2)[C:2]=1[C:20]1[CH:21]=[CH:22][C:17]([O:10][C:11]2[CH:16]=[CH:15][CH:14]=[CH:13][CH:12]=2)=[CH:18][CH:19]=1, predict the reactants needed to synthesize it. (5) Given the product [CH3:12][C:13]1([CH3:29])[C:17]([CH3:19])([CH3:18])[O:16][B:15]([C:2]2[CH:3]=[C:4]3[C:8](=[CH:9][CH:10]=2)[C:7](=[O:11])[O:6][CH2:5]3)[O:14]1, predict the reactants needed to synthesize it. The reactants are: Br[C:2]1[CH:3]=[C:4]2[C:8](=[CH:9][CH:10]=1)[C:7](=[O:11])[O:6][CH2:5]2.[CH3:12][C:13]1([CH3:29])[C:17]([CH3:19])([CH3:18])[O:16][B:15]([B:15]2[O:16][C:17]([CH3:19])([CH3:18])[C:13]([CH3:29])([CH3:12])[O:14]2)[O:14]1.CC([O-])=O.[K+]. (6) Given the product [C:1]([C:3]1[C:4]([S:22][CH:23]([C:28]2[CH:33]=[CH:32][CH:31]=[CH:30][CH:29]=2)[C:24]([OH:26])=[O:25])=[N:5][C:6]([C:17]2[S:18][CH:19]=[CH:20][CH:21]=2)=[CH:7][C:8]=1[C:9]1[CH:10]=[CH:11][C:12]([O:15][CH3:16])=[CH:13][CH:14]=1)#[N:2], predict the reactants needed to synthesize it. The reactants are: [C:1]([C:3]1[C:4]([S:22][CH:23]([C:28]2[CH:33]=[CH:32][CH:31]=[CH:30][CH:29]=2)[C:24]([O:26]C)=[O:25])=[N:5][C:6]([C:17]2[S:18][CH:19]=[CH:20][CH:21]=2)=[CH:7][C:8]=1[C:9]1[CH:14]=[CH:13][C:12]([O:15][CH3:16])=[CH:11][CH:10]=1)#[N:2].[OH-].[Na+]. (7) Given the product [CH2:13]=[C:14]1[CH2:18][CH2:17][C:16]([CH:5]([CH3:6])[CH3:7])([C:19]([O:21][CH3:22])=[O:20])[CH2:15]1, predict the reactants needed to synthesize it. The reactants are: C(N[CH:5]([CH3:7])[CH3:6])(C)C.[Li]CCCC.[CH2:13]=[C:14]1[CH2:18][CH2:17][CH:16]([C:19]([O:21][CH3:22])=[O:20])[CH2:15]1.C(Br)(C)C.